This data is from Full USPTO retrosynthesis dataset with 1.9M reactions from patents (1976-2016). The task is: Predict the reactants needed to synthesize the given product. (1) Given the product [Cl:1][C:2]1[C:7]([O:8][C:36]2[CH:37]=[C:38]([CH:41]=[C:42]([C:44]([F:45])([F:47])[F:46])[CH:43]=2)[C:39]#[N:40])=[C:6]([F:9])[C:5]([CH3:10])=[CH:4][CH:3]=1, predict the reactants needed to synthesize it. The reactants are: [Cl:1][C:2]1[C:7]([OH:8])=[C:6]([F:9])[C:5]([CH3:10])=[CH:4][CH:3]=1.C1OCCOCCOCCOCCOCCOC1.CC(C)([O-])C.[K+].F[C:36]1[CH:37]=[C:38]([CH:41]=[C:42]([C:44]([F:47])([F:46])[F:45])[CH:43]=1)[C:39]#[N:40]. (2) Given the product [CH3:1][O:2][CH2:3][C@@H:4]([NH:11][C:12]([NH:14][C:15]1[N:20]=[CH:19][C:18]2[C:21]([O:43][CH3:44])=[N:22][NH:23][C:17]=2[CH:16]=1)=[O:13])[C:5]1[CH:10]=[CH:9][CH:8]=[CH:7][CH:6]=1, predict the reactants needed to synthesize it. The reactants are: [CH3:1][O:2][CH2:3][C@@H:4]([NH:11][C:12]([NH:14][C:15]1[N:20]=[CH:19][C:18]2[C:21]([O:43][CH3:44])=[N:22][N:23](C(C3C=CC=CC=3)(C3C=CC=CC=3)C3C=CC=CC=3)[C:17]=2[CH:16]=1)=[O:13])[C:5]1[CH:10]=[CH:9][CH:8]=[CH:7][CH:6]=1.C([SiH](CC)CC)C.C([O-])(O)=O.[Na+]. (3) Given the product [Cl:1][C:2]1[CH:7]=[CH:6][CH:5]=[CH:4][C:3]=1[C:8]1[C:17]([CH2:18][NH:19][C:22]2[N:30]=[CH:29][N:28]=[C:27]3[C:23]=2[N:24]=[CH:25][NH:26]3)=[CH:16][C:15]2[C:10](=[CH:11][C:12]([F:20])=[CH:13][CH:14]=2)[N:9]=1, predict the reactants needed to synthesize it. The reactants are: [Cl:1][C:2]1[CH:7]=[CH:6][CH:5]=[CH:4][C:3]=1[C:8]1[C:17]([CH2:18][NH2:19])=[CH:16][C:15]2[C:10](=[CH:11][C:12]([F:20])=[CH:13][CH:14]=2)[N:9]=1.Cl[C:22]1[N:30]=[CH:29][N:28]=[C:27]2[C:23]=1[NH:24][CH:25]=[N:26]2.CCN(C(C)C)C(C)C. (4) The reactants are: [Cl:1][C:2]1[CH:7]=[C:6]([Cl:8])[CH:5]=[CH:4][C:3]=1[C:9]1[NH:13][C:12]2[C:14]([OH:21])=[CH:15][CH:16]=[C:17]([C:18]([OH:20])=[O:19])[C:11]=2[N:10]=1.OS(O)(=O)=O.[CH3:27]O. Given the product [CH3:27][O:19][C:18]([C:17]1[C:11]2[N:10]=[C:9]([C:3]3[CH:4]=[CH:5][C:6]([Cl:8])=[CH:7][C:2]=3[Cl:1])[NH:13][C:12]=2[C:14]([OH:21])=[CH:15][CH:16]=1)=[O:20], predict the reactants needed to synthesize it. (5) The reactants are: [C:1](Cl)(Cl)=[S:2].Cl.[C:6]1([C:12]2[CH:19]=[CH:18][CH:17]=[CH:16][C:13]=2[CH2:14][NH2:15])[CH:11]=[CH:10][CH:9]=[CH:8][CH:7]=1.CCN(C(C)C)C(C)C.[OH-].[Na+]. Given the product [N:15]([CH2:14][C:13]1[CH:16]=[CH:17][CH:18]=[CH:19][C:12]=1[C:6]1[CH:11]=[CH:10][CH:9]=[CH:8][CH:7]=1)=[C:1]=[S:2], predict the reactants needed to synthesize it. (6) The reactants are: [F:1][C:2]1[CH:22]=[CH:21][CH:20]=[C:19]([F:23])[C:3]=1[CH2:4][O:5][C:6]1[C:7]2[N:8]([C:12]([C:16](O)=[O:17])=[C:13]([CH3:15])[N:14]=2)[CH:9]=[CH:10][CH:11]=1.CN(C(ON1N=NC2C=CC=NC1=2)=[N+](C)C)C.F[P-](F)(F)(F)(F)F.C(N(CC)C(C)C)(C)C.[CH3:57][O:58][CH2:59][C:60]([CH3:64])([NH2:63])[CH2:61][NH2:62]. Given the product [NH2:63][C:60]([CH3:64])([CH2:59][O:58][CH3:57])[CH2:61][NH:62][C:16]([C:12]1[N:8]2[CH:9]=[CH:10][CH:11]=[C:6]([O:5][CH2:4][C:3]3[C:19]([F:23])=[CH:20][CH:21]=[CH:22][C:2]=3[F:1])[C:7]2=[N:14][C:13]=1[CH3:15])=[O:17], predict the reactants needed to synthesize it.